This data is from Full USPTO retrosynthesis dataset with 1.9M reactions from patents (1976-2016). The task is: Predict the reactants needed to synthesize the given product. (1) The reactants are: C[O:2][C:3](=[O:35])[C:4]([CH3:34])([NH:11][CH2:12][C:13]1[CH:18]=[CH:17][C:16]([O:19][CH2:20][CH2:21][C:22]2[N:23]=[C:24]([C:28]3[CH:33]=[CH:32][CH:31]=[CH:30][CH:29]=3)[O:25][C:26]=2[CH3:27])=[CH:15][CH:14]=1)[C:5]1[CH:10]=[CH:9][CH:8]=[CH:7][CH:6]=1.[Li+].[OH-]. Given the product [CH3:34][C:4]([NH:11][CH2:12][C:13]1[CH:18]=[CH:17][C:16]([O:19][CH2:20][CH2:21][C:22]2[N:23]=[C:24]([C:28]3[CH:29]=[CH:30][CH:31]=[CH:32][CH:33]=3)[O:25][C:26]=2[CH3:27])=[CH:15][CH:14]=1)([C:5]1[CH:6]=[CH:7][CH:8]=[CH:9][CH:10]=1)[C:3]([OH:35])=[O:2], predict the reactants needed to synthesize it. (2) Given the product [Cl:1][C:2]1[CH:3]=[CH:4][C:5]2[N:20]3[CH:24]=[CH:23][N:22]=[C:21]3[CH:25]([CH2:26][CH:27]3[O:31][CH2:30][CH2:29][O:28]3)[O:32][CH:8]([C:10]3[CH:15]=[CH:14][CH:13]=[C:12]([O:16][CH3:17])[C:11]=3[O:18][CH3:19])[C:6]=2[CH:7]=1, predict the reactants needed to synthesize it. The reactants are: [Cl:1][C:2]1[CH:3]=[CH:4][C:5]([N:20]2[CH:24]=[CH:23][N:22]=[C:21]2[CH:25]([OH:32])[CH2:26][CH:27]2[O:31][CH2:30][CH2:29][O:28]2)=[C:6]([C:8]([C:10]2[CH:15]=[CH:14][CH:13]=[C:12]([O:16][CH3:17])[C:11]=2[O:18][CH3:19])=O)[CH:7]=1.[BH4-].[Na+].C(OCC)(=O)C.O. (3) The reactants are: [Cl:1][C:2]1[N:6]2[CH:7]=[C:8]([C:15]3[NH:16][CH:17]=[CH:18][N:19]=3)[CH:9]=[C:10]([C:11]([F:14])([F:13])[F:12])[C:5]2=[N:4][C:3]=1[C:20](O)=[O:21].Cl.[NH:24]1[CH2:29][CH2:28][CH:27]([N:30]2[CH2:34][CH2:33][O:32][C:31]2=[O:35])[CH2:26][CH2:25]1.CCN(C(C)C)C(C)C.CN(C(ON1N=NC2C=CC=NC1=2)=[N+](C)C)C.F[P-](F)(F)(F)(F)F. Given the product [Cl:1][C:2]1[N:6]2[CH:7]=[C:8]([C:15]3[NH:16][CH:17]=[CH:18][N:19]=3)[CH:9]=[C:10]([C:11]([F:12])([F:13])[F:14])[C:5]2=[N:4][C:3]=1[C:20]([N:24]1[CH2:25][CH2:26][CH:27]([N:30]2[CH2:34][CH2:33][O:32][C:31]2=[O:35])[CH2:28][CH2:29]1)=[O:21], predict the reactants needed to synthesize it.